Dataset: Full USPTO retrosynthesis dataset with 1.9M reactions from patents (1976-2016). Task: Predict the reactants needed to synthesize the given product. (1) Given the product [O:50]1[CH2:55][CH2:54][CH:53]([CH2:56][NH:57][C:18]([C:15]2[CH:14]=[C:13]([CH2:12][O:11][CH2:10][CH2:9][CH2:8][CH2:7][C:1]3[CH:2]=[CH:3][CH:4]=[CH:5][CH:6]=3)[O:17][N:16]=2)=[O:20])[CH2:52][CH2:51]1, predict the reactants needed to synthesize it. The reactants are: [C:1]1([CH2:7][CH2:8][CH2:9][CH2:10][O:11][CH2:12][C:13]2[O:17][N:16]=[C:15]([C:18]([OH:20])=O)[CH:14]=2)[CH:6]=[CH:5][CH:4]=[CH:3][CH:2]=1.C(N(CC)CC)C.Cl.C(N=C=NCCCN(C)C)C.ON1C2C=CC=CC=2N=N1.[O:50]1[CH2:55][CH2:54][CH:53]([CH2:56][NH2:57])[CH2:52][CH2:51]1. (2) Given the product [C:32]([N:30]1[CH:31]=[C:27]([C:2]2[C:3]([NH2:9])=[N:4][C:5]([NH2:8])=[CH:6][CH:7]=2)[CH:28]=[N:29]1)([C:39]1[CH:40]=[CH:41][CH:42]=[CH:43][CH:44]=1)([C:45]1[CH:50]=[CH:49][CH:48]=[CH:47][CH:46]=1)[C:33]1[CH:34]=[CH:35][CH:36]=[CH:37][CH:38]=1, predict the reactants needed to synthesize it. The reactants are: I[C:2]1[C:3]([NH2:9])=[N:4][C:5]([NH2:8])=[CH:6][CH:7]=1.C(O)C.C(=O)([O-])[O-].[Na+].[Na+].CC1(C)C(C)(C)OB([C:27]2[CH:28]=[N:29][N:30]([C:32]([C:45]3[CH:50]=[CH:49][CH:48]=[CH:47][CH:46]=3)([C:39]3[CH:44]=[CH:43][CH:42]=[CH:41][CH:40]=3)[C:33]3[CH:38]=[CH:37][CH:36]=[CH:35][CH:34]=3)[CH:31]=2)O1.